This data is from Forward reaction prediction with 1.9M reactions from USPTO patents (1976-2016). The task is: Predict the product of the given reaction. Given the reactants CN(C(ON1N=NC2C=CC=NC1=2)=[N+](C)C)C.F[P-](F)(F)(F)(F)F.[NH2:25][C:26]1[C:27]([C:36]([OH:38])=O)=[CH:28][C:29]2[C:34]([CH:35]=1)=[CH:33][CH:32]=[CH:31][CH:30]=2.[CH3:39][CH:40]([O:42][C@@H:43]([CH3:50])[C@@H:44]([C:46]([O:48][CH3:49])=[O:47])[NH2:45])[CH3:41].C(N(C(C)C)CC)(C)C, predict the reaction product. The product is: [NH2:25][C:26]1[C:27]([C:36]([NH:45][C@H:44]([C:46]([O:48][CH3:49])=[O:47])[C@@H:43]([CH3:50])[O:42][CH:40]([CH3:41])[CH3:39])=[O:38])=[CH:28][C:29]2[C:34]([CH:35]=1)=[CH:33][CH:32]=[CH:31][CH:30]=2.